Task: Predict the reaction yield, written as a fraction of the theoretical maximum amount of product (1.0 means a 100% yield; for example, 0.34 means a 34% yield).. Dataset: Reaction yield outcomes from USPTO patents with 853,638 reactions (1) The reactants are [CH3:1][C:2]1([CH3:30])[O:6][C@@H:5]([CH2:7][O:8][NH:9][C:10]([C:12]2[N:20]([CH2:21][C:22]3[CH:27]=[CH:26][C:25](I)=[CH:24][C:23]=3[F:29])[C:15]3=[CH:16][N:17]=[CH:18][CH:19]=[C:14]3[CH:13]=2)=[O:11])[CH2:4][O:3]1.C[Si]([C:35]#[CH:36])(C)C.C1(P(C2C=CC=CC=2)C2C=CC=CC=2)C=CC=CC=1.C(=O)([O-])[O-].[K+].[K+]. The catalyst is N1CCCCC1.C(OCC)(=O)C.CO.C([O-])(=O)C.[Pd+2].C([O-])(=O)C. The product is [CH3:1][C:2]1([CH3:30])[O:6][C@@H:5]([CH2:7][O:8][NH:9][C:10]([C:12]2[N:20]([CH2:21][C:22]3[CH:27]=[CH:26][C:25]([C:35]#[CH:36])=[CH:24][C:23]=3[F:29])[C:15]3=[CH:16][N:17]=[CH:18][CH:19]=[C:14]3[CH:13]=2)=[O:11])[CH2:4][O:3]1. The yield is 0.680. (2) The reactants are [NH2:1][C:2]1[CH:3]=[C:4]([C:8]2[CH:13]=[CH:12][CH:11]=[C:10]([NH:14][N:15]=[C:16]3[C:20](=[O:21])[N:19]([C:22]4[CH:27]=[CH:26][C:25]([CH3:28])=[C:24]([CH3:29])[CH:23]=4)[N:18]=[C:17]3[CH3:30])[C:9]=2[OH:31])[CH:5]=[CH:6][CH:7]=1.C([NH:39][C:40](=[N:43]C(OC(C)(C)C)=O)SC)(OC(C)(C)C)=O.FC(F)(F)C(O)=O. The catalyst is C(Cl)Cl. The product is [CH3:29][C:24]1[CH:23]=[C:22]([N:19]2[C:20](=[O:21])[C:16](=[N:15][NH:14][C:10]3[C:9]([OH:31])=[C:8]([C:4]4[CH:5]=[CH:6][CH:7]=[C:2]([NH:1][C:40]([NH2:43])=[NH:39])[CH:3]=4)[CH:13]=[CH:12][CH:11]=3)[C:17]([CH3:30])=[N:18]2)[CH:27]=[CH:26][C:25]=1[CH3:28]. The yield is 0.580. (3) The reactants are [CH3:1][O:2][C:3](=[O:23])[CH2:4][C:5]1[CH:10]=[C:9]([Cl:11])[C:8]([O:12][C:13]2[CH:18]=[CH:17][C:16]([N+:19]([O-])=O)=[CH:15][CH:14]=2)=[C:7]([Cl:22])[CH:6]=1. The catalyst is C(OCC)(=O)C.O.[Pt]=O. The product is [CH3:1][O:2][C:3](=[O:23])[CH2:4][C:5]1[CH:10]=[C:9]([Cl:11])[C:8]([O:12][C:13]2[CH:18]=[CH:17][C:16]([NH2:19])=[CH:15][CH:14]=2)=[C:7]([Cl:22])[CH:6]=1. The yield is 0.895. (4) The reactants are [CH3:1][O:2][C:3]1[CH:4]=[C:5]([N:12]2[CH2:17][CH2:16][NH:15][CH2:14][CH2:13]2)[CH:6]=[CH:7][C:8]=1[N+:9]([O-:11])=[O:10].I[CH2:19][CH2:20][CH3:21].C([O-])(O)=O.[Na+]. The catalyst is C(#N)C. The product is [CH3:1][O:2][C:3]1[CH:4]=[C:5]([N:12]2[CH2:17][CH2:16][N:15]([CH2:19][CH2:20][CH3:21])[CH2:14][CH2:13]2)[CH:6]=[CH:7][C:8]=1[N+:9]([O-:11])=[O:10]. The yield is 0.350. (5) The reactants are [Br:1][C:2]1[CH:3]=[C:4]([CH:6]=[C:7]([CH3:9])[CH:8]=1)[NH2:5].[CH:10]([S:13](Cl)(=[O:15])=[O:14])([CH3:12])[CH3:11].N1C=CC=CC=1. The catalyst is C(Cl)Cl. The product is [Br:1][C:2]1[CH:3]=[C:4]([NH:5][S:13]([CH:10]([CH3:12])[CH3:11])(=[O:15])=[O:14])[CH:6]=[C:7]([CH3:9])[CH:8]=1. The yield is 0.850. (6) The reactants are [CH2:1]([C:4]1[C:12]([N:13]([CH:16]2[CH2:21][CH2:20][N:19]([C:22]([O:24][C:25]([CH3:28])([CH3:27])[CH3:26])=[O:23])[CH2:18][CH2:17]2)[CH2:14][CH3:15])=[CH:11][CH:10]=[CH:9][C:5]=1[C:6]([OH:8])=O)[CH:2]=[CH2:3].[CH3:29][O:30][C:31]1[C:36]([CH2:37][NH2:38])=[C:35]([CH2:39][CH2:40][CH2:41][CH:42]=[CH2:43])[CH:34]=[C:33]([CH3:44])[N:32]=1.C(Cl)CCl.C1C=NC2N(O)N=NC=2C=1.CN1CCOCC1. The catalyst is C(Cl)Cl. The product is [CH2:1]([C:4]1[C:5]([C:6](=[O:8])[NH:38][CH2:37][C:36]2[C:31]([O:30][CH3:29])=[N:32][C:33]([CH3:44])=[CH:34][C:35]=2[CH2:39][CH2:40][CH2:41][CH:42]=[CH2:43])=[CH:9][CH:10]=[CH:11][C:12]=1[N:13]([CH2:14][CH3:15])[CH:16]1[CH2:21][CH2:20][N:19]([C:22]([O:24][C:25]([CH3:26])([CH3:28])[CH3:27])=[O:23])[CH2:18][CH2:17]1)[CH:2]=[CH2:3]. The yield is 0.850.